This data is from Catalyst prediction with 721,799 reactions and 888 catalyst types from USPTO. The task is: Predict which catalyst facilitates the given reaction. (1) Reactant: [F:1][C:2]1[CH:7]=[C:6]([S:8][C:9]([F:12])([F:11])[F:10])[CH:5]=[CH:4][C:3]=1[N:13]([CH3:20])[C:14]([NH:16][CH2:17][C:18]#[CH:19])=[O:15].C(N(C(C)C)CC)(C)C.[F:30][C:31]1[CH:39]=[CH:38][CH:37]=[C:36]([F:40])[C:32]=1[C:33](Cl)=[O:34].C(OC)(C)(C)C. Product: [F:30][C:31]1[CH:39]=[CH:38][CH:37]=[C:36]([F:40])[C:32]=1[C:33]([N:16]([CH2:17][C:18]#[CH:19])[C:14]([N:13]([C:3]1[CH:4]=[CH:5][C:6]([S:8][C:9]([F:11])([F:10])[F:12])=[CH:7][C:2]=1[F:1])[CH3:20])=[O:15])=[O:34]. The catalyst class is: 11. (2) Reactant: S(=O)(=O)(O)O.[Cl:6][C:7]1[N:8]=[N:9][C:10]([Cl:13])=[CH:11][CH:12]=1.[CH3:14][C:15]1(C(O)=O)[CH2:20][CH2:19][CH2:18][CH2:17][CH2:16]1.S(OOS([O-])(=O)=O)([O-])(=O)=O.[NH4+].[NH4+].N. Product: [Cl:6][C:7]1[N:8]=[N:9][C:10]([Cl:13])=[CH:11][C:12]=1[C:15]1([CH3:14])[CH2:20][CH2:19][CH2:18][CH2:17][CH2:16]1. The catalyst class is: 716. (3) Reactant: C([O:5][C:6](=[O:48])[CH2:7][CH:8]1[CH2:13][CH:12]([CH2:14][CH2:15][N:16]2[C:20]([CH:21]([CH3:23])[CH3:22])=[C:19]([C:24](=[O:32])[NH:25][C:26]3[CH:31]=[CH:30][CH:29]=[CH:28][CH:27]=3)[C:18]([C:33]3[CH:38]=[CH:37][CH:36]=[CH:35][CH:34]=3)=[C:17]2[C:39]2[CH:44]=[CH:43][C:42]([F:45])=[CH:41][CH:40]=2)[O:11]C(C)(C)[O:9]1)(C)(C)C.Cl.[OH-].[Na+]. Product: [F:45][C:42]1[CH:43]=[CH:44][C:39]([C:17]2[N:16]([CH2:15][CH2:14][CH:12]([OH:11])[CH2:13][CH:8]([OH:9])[CH2:7][C:6]([OH:48])=[O:5])[C:20]([CH:21]([CH3:23])[CH3:22])=[C:19]([C:24]([NH:25][C:26]3[CH:31]=[CH:30][CH:29]=[CH:28][CH:27]=3)=[O:32])[C:18]=2[C:33]2[CH:38]=[CH:37][CH:36]=[CH:35][CH:34]=2)=[CH:40][CH:41]=1. The catalyst class is: 364. (4) Reactant: [F:1][C:2]1[CH:29]=[CH:28][C:5]([C:6]([NH:8][C:9]2[C:10]([CH3:27])=[C:11]([CH3:26])[C:12]3[O:16][C:15]([CH3:17])=[C:14]([C:18]4[CH:23]=[CH:22][CH:21]=[CH:20][CH:19]=4)[C:13]=3[C:24]=2[CH3:25])=O)=[CH:4][CH:3]=1. Product: [F:1][C:2]1[CH:3]=[CH:4][C:5]([CH2:6][NH:8][C:9]2[C:10]([CH3:27])=[C:11]([CH3:26])[C:12]3[O:16][C:15]([CH3:17])=[C:14]([C:18]4[CH:23]=[CH:22][CH:21]=[CH:20][CH:19]=4)[C:13]=3[C:24]=2[CH3:25])=[CH:28][CH:29]=1. The catalyst class is: 5. (5) Reactant: C(N(CC)CC)C.C(O)=O.CC1C=CC(C(C)C)=CC=1.[F:21][C:22]([F:32])([F:31])[C:23](=[O:30])[CH2:24][C:25]([O:27][CH2:28][CH3:29])=[O:26]. Product: [F:21][C:22]([F:31])([F:32])[CH:23]([OH:30])[CH2:24][C:25]([O:27][CH2:28][CH3:29])=[O:26]. The catalyst class is: 7.